From a dataset of Catalyst prediction with 721,799 reactions and 888 catalyst types from USPTO. Predict which catalyst facilitates the given reaction. Reactant: [N:1]1([C:6]2[CH:11]=[C:10](F)[CH:9]=[CH:8][C:7]=2[N+:13]([O-:15])=[O:14])[CH:5]=[CH:4][N:3]=[CH:2]1.[C:16]([NH:19][CH:20]1[CH2:24][CH2:23][NH:22][CH2:21]1)(=[O:18])[CH3:17].C(=O)([O-])[O-].[K+].[K+]. The catalyst class is: 9. Product: [C:16]([NH:19][CH:20]1[CH2:24][CH2:23][N:22]([C:10]2[CH:9]=[CH:8][C:7]([N+:13]([O-:15])=[O:14])=[C:6]([N:1]3[CH:5]=[CH:4][N:3]=[CH:2]3)[CH:11]=2)[CH2:21]1)(=[O:18])[CH3:17].